This data is from Forward reaction prediction with 1.9M reactions from USPTO patents (1976-2016). The task is: Predict the product of the given reaction. (1) Given the reactants [CH3:1][C@H:2]([OH:5])[CH2:3][CH3:4].[N+:6]([C:9]1[CH:16]=[CH:15][CH:14]=[C:13]([N+]([O-])=O)[C:10]=1[C:11]#[N:12])([O-:8])=[O:7], predict the reaction product. The product is: [C@@H:2]([O:5][C:13]1[CH:14]=[CH:15][CH:16]=[C:9]([N+:6]([O-:8])=[O:7])[C:10]=1[C:11]#[N:12])([CH2:3][CH3:4])[CH3:1]. (2) Given the reactants [Cl:1][C:2]1[C:6]([Cl:7])=[C:5]([C:8]([NH2:10])=[O:9])[S:4][N:3]=1.CO[CH:13](OC)[N:14]([CH3:16])[CH3:15], predict the reaction product. The product is: [CH3:13][N:14]([CH:16]=[N:10][C:8]([C:5]1[S:4][N:3]=[C:2]([Cl:1])[C:6]=1[Cl:7])=[O:9])[CH3:15]. (3) Given the reactants [CH2:1]([O:3][C:4](=[O:24])[C:5]1[CH:10]=[CH:9][C:8]([CH3:11])=[C:7]([S:12][C:13]2[C:21]3[C:16](=[CH:17][C:18]([Cl:22])=[CH:19][CH:20]=3)[NH:15][C:14]=2[CH3:23])[CH:6]=1)[CH3:2].Br[C:26]1[CH:27]=[N:28][N:29]([CH3:31])[CH:30]=1, predict the reaction product. The product is: [CH2:1]([O:3][C:4](=[O:24])[C:5]1[CH:10]=[CH:9][C:8]([CH3:11])=[C:7]([S:12][C:13]2[C:21]3[C:16](=[CH:17][C:18]([Cl:22])=[CH:19][CH:20]=3)[N:15]([C:26]3[CH:27]=[N:28][N:29]([CH3:31])[CH:30]=3)[C:14]=2[CH3:23])[CH:6]=1)[CH3:2].